Dataset: Reaction yield outcomes from USPTO patents with 853,638 reactions. Task: Predict the reaction yield, written as a fraction of the theoretical maximum amount of product (1.0 means a 100% yield; for example, 0.34 means a 34% yield). The catalyst is CC([O-])=O.CC([O-])=O.[Pd+2]. The product is [NH:23]1[C:24]2[C:29](=[CH:28][CH:27]=[CH:26][CH:25]=2)[CH:30]=[CH:22]1.[CH3:24][CH2:25][O:31][CH2:32][CH3:33]. The reactants are [O-]P([O-])([O-])=O.[K+].[K+].[K+].C(C1C=C(NS(C)(=O)=O)C(OC)=C(NC([C:22]2[N:23](C)[C:24]3[C:29]([CH:30]=2)=[CH:28][CH:27]=[CH:26][C:25]=3[O:31][C:32]2C=CN=C(C(=O)NC)[CH:33]=2)=O)C=1)(C)(C)C. The yield is 0.610.